Dataset: Reaction yield outcomes from USPTO patents with 853,638 reactions. Task: Predict the reaction yield, written as a fraction of the theoretical maximum amount of product (1.0 means a 100% yield; for example, 0.34 means a 34% yield). (1) The reactants are [Cl:1][C:2]1[CH:3]=[C:4]([C:8]2[C:21]([CH3:22])=[C:20]([C:23]#[N:24])[C:11]3[N:12]=[C:13]([C:15]([N:17]([CH3:19])[CH3:18])=[O:16])[O:14][C:10]=3[C:9]=2F)[CH:5]=[CH:6][CH:7]=1.C(N(CC)CC)C.[CH3:33][NH:34][C@H:35]1[CH2:39][CH2:38][NH:37][CH2:36]1. The catalyst is CS(C)=O. The product is [Cl:1][C:2]1[CH:3]=[C:4]([C:8]2[C:21]([CH3:22])=[C:20]([C:23]#[N:24])[C:11]3[N:12]=[C:13]([C:15]([N:17]([CH3:19])[CH3:18])=[O:16])[O:14][C:10]=3[C:9]=2[N:37]2[CH2:38][CH2:39][C@H:35]([NH:34][CH3:33])[CH2:36]2)[CH:5]=[CH:6][CH:7]=1. The yield is 0.410. (2) The reactants are [N:1]1[CH:6]=[CH:5][CH:4]=[C:3]([C:7]2[CH:12]=[CH:11][CH:10]=[CH:9][C:8]=2[C:13]2[CH:18]=[CH:17][C:16]([CH2:19][N:20]3[C:28]4[C:23](=[CH:24][CH:25]=[CH:26][CH:27]=4)[CH:22]=[CH:21]3)=[CH:15][CH:14]=2)[CH:2]=1.C([BH-](CC)CC)C.[Li+]. No catalyst specified. The product is [NH:1]1[CH2:6][CH2:5][CH2:4][CH:3]([C:7]2[CH:12]=[CH:11][CH:10]=[CH:9][C:8]=2[C:13]2[CH:18]=[CH:17][C:16]([CH2:19][N:20]3[C:28]4[C:23](=[CH:24][CH:25]=[CH:26][CH:27]=4)[CH:22]=[CH:21]3)=[CH:15][CH:14]=2)[CH2:2]1. The yield is 0.0900.